Dataset: Full USPTO retrosynthesis dataset with 1.9M reactions from patents (1976-2016). Task: Predict the reactants needed to synthesize the given product. (1) Given the product [F:38][C:27]1([F:26])[O:31][C:30]2[CH:32]=[CH:33][C:34]([N:36]3[C:5]([C:7]4[C:12](=[O:13])[CH:11]=[CH:10][N:9]([C:14]5[CH:19]=[CH:18][C:17]([O:20][C:21]([F:23])([F:22])[F:24])=[CH:16][CH:15]=5)[N:8]=4)=[CH:4][CH:3]=[N:37]3)=[CH:35][C:29]=2[O:28]1, predict the reactants needed to synthesize it. The reactants are: CN(C)/[CH:3]=[CH:4]/[C:5]([C:7]1[C:12](=[O:13])[CH:11]=[CH:10][N:9]([C:14]2[CH:19]=[CH:18][C:17]([O:20][C:21]([F:24])([F:23])[F:22])=[CH:16][CH:15]=2)[N:8]=1)=O.[F:26][C:27]1([F:38])[O:31][C:30]2[CH:32]=[CH:33][C:34]([NH:36][NH2:37])=[CH:35][C:29]=2[O:28]1.N([O-])=O.[Na+].[Sn](Cl)Cl. (2) Given the product [N:1]1([CH2:6][C:7]2[CH:8]=[C:9]([C:19](=[O:36])[CH2:20][C:21]([C:23]3[NH:24][CH:25]=[CH:26][N:27]=3)=[O:22])[CH:10]=[C:11]([CH2:13][N:14]3[CH:18]=[CH:17][CH:16]=[N:15]3)[CH:12]=2)[CH:5]=[CH:4][CH:3]=[N:2]1, predict the reactants needed to synthesize it. The reactants are: [N:1]1([CH2:6][C:7]2[CH:8]=[C:9]([C:19](=[O:36])[CH2:20][C:21]([C:23]3[N:24](COCC[Si](C)(C)C)[CH:25]=[CH:26][N:27]=3)=[O:22])[CH:10]=[C:11]([CH2:13][N:14]3[CH:18]=[CH:17][CH:16]=[N:15]3)[CH:12]=2)[CH:5]=[CH:4][CH:3]=[N:2]1. (3) Given the product [F:18][CH:17]([F:19])[C:3]1[CH:4]=[C:5]([O:6][CH2:7][CH2:8][N:9]2[CH2:14][CH2:13][O:12][CH2:11][CH2:10]2)[CH:15]=[CH:16][C:2]=1[CH:28]=[O:29], predict the reactants needed to synthesize it. The reactants are: Br[C:2]1[CH:16]=[CH:15][C:5]([O:6][CH2:7][CH2:8][N:9]2[CH2:14][CH2:13][O:12][CH2:11][CH2:10]2)=[CH:4][C:3]=1[CH:17]([F:19])[F:18].[Li]CCCC.CN([CH:28]=[O:29])C.[NH4+].[Cl-].